This data is from Reaction yield outcomes from USPTO patents with 853,638 reactions. The task is: Predict the reaction yield, written as a fraction of the theoretical maximum amount of product (1.0 means a 100% yield; for example, 0.34 means a 34% yield). (1) The reactants are [C@]12(C)C(C)(C)C(CC1)CC2C([O:12][C@H:13]([C:17]1[CH:22]=[CH:21][C:20]([I:23])=[CH:19][C:18]=1[N+:24]([O-:26])=[O:25])[CH:14]([CH3:16])[CH3:15])=O.C([O-])([O-])=O.[K+].[K+]. The catalyst is CO. The product is [I:23][C:20]1[CH:21]=[CH:22][C:17]([C@@H:13]([OH:12])[CH:14]([CH3:15])[CH3:16])=[C:18]([N+:24]([O-:26])=[O:25])[CH:19]=1. The yield is 1.00. (2) The reactants are [F:1][C:2]1[CH:7]=[CH:6][CH:5]=[CH:4][C:3]=1[NH:8][C:9](=[O:30])[NH:10][C:11]1[CH:16]=[CH:15][C:14]([CH2:17][C:18]([O:20]CC2C=CC=CC=2)=[O:19])=[CH:13][C:12]=1[O:28][CH3:29].[OH-].[Na+].Cl. The catalyst is C1COCC1. The product is [F:1][C:2]1[CH:7]=[CH:6][CH:5]=[CH:4][C:3]=1[NH:8][C:9](=[O:30])[NH:10][C:11]1[CH:16]=[CH:15][C:14]([CH2:17][C:18]([OH:20])=[O:19])=[CH:13][C:12]=1[O:28][CH3:29]. The yield is 0.660.